Dataset: Catalyst prediction with 721,799 reactions and 888 catalyst types from USPTO. Task: Predict which catalyst facilitates the given reaction. Reactant: [OH:1][C:2]1[N:6]([CH3:7])[N:5]=[C:4]([C:8]([F:11])([F:10])[F:9])[CH:3]=1.[C:12](=[O:15])([O-])[O-].[K+].[K+].C=O.[CH:20](Br)([CH3:22])[CH3:21]. Product: [OH:15][CH2:12][C:3]1[C:4]([C:8]([F:11])([F:10])[F:9])=[N:5][N:6]([CH3:7])[C:2]=1[O:1][CH:20]([CH3:22])[CH3:21]. The catalyst class is: 384.